Dataset: CYP2D6 inhibition data for predicting drug metabolism from PubChem BioAssay. Task: Regression/Classification. Given a drug SMILES string, predict its absorption, distribution, metabolism, or excretion properties. Task type varies by dataset: regression for continuous measurements (e.g., permeability, clearance, half-life) or binary classification for categorical outcomes (e.g., BBB penetration, CYP inhibition). Dataset: cyp2d6_veith. (1) The molecule is N#CCCn1c(=O)cnc2cnc(Oc3cccc(Cl)c3)nc21. The result is 0 (non-inhibitor). (2) The compound is Nc1cc(=O)nc(SCC(=O)Nc2cccc3ccccc23)n1CCc1ccccc1. The result is 0 (non-inhibitor).